From a dataset of Aqueous solubility values for 9,982 compounds from the AqSolDB database. Regression/Classification. Given a drug SMILES string, predict its absorption, distribution, metabolism, or excretion properties. Task type varies by dataset: regression for continuous measurements (e.g., permeability, clearance, half-life) or binary classification for categorical outcomes (e.g., BBB penetration, CYP inhibition). For this dataset (solubility_aqsoldb), we predict Y. (1) The compound is CCCCCCC(O)CCCCCCCCCCC(=O)OCC(O)CO. The Y is -3.40 log mol/L. (2) The drug is O=C(Cl)C(=O)Cl. The Y is 0.896 log mol/L. (3) The molecule is Cc1nn(-c2ccccc2)c([O-])c1N=Nc1cc(S(=O)(=O)[O-])ccc1[O-].[Cr+3].[Na+].[Na+].[O-]c1ccc(N=Nc2ccccc2)cc1N=Nc1c([O-])ccc2ccccc12. The Y is -2.69 log mol/L. (4) The molecule is O=[N+]([O-])c1ccc(Cl)c(Cl)c1Cl. The Y is -3.94 log mol/L. (5) The compound is c1ccc(C2=[NH+]CCN2)cc1. The Y is -1.13 log mol/L. (6) The drug is O=C1OC(=O)C2CC=CCC12. The Y is -0.714 log mol/L. (7) The drug is CN(C)CCCNCCCN(C)C. The Y is 0.356 log mol/L. (8) The molecule is NC(=NCCCCCCN=C(N)N=C(N)Nc1ccc(Cl)cc1)N=C(N)Nc1ccc(Cl)cc1. The Y is -2.80 log mol/L.